This data is from Reaction yield outcomes from USPTO patents with 853,638 reactions. The task is: Predict the reaction yield, written as a fraction of the theoretical maximum amount of product (1.0 means a 100% yield; for example, 0.34 means a 34% yield). (1) The reactants are C1C=CC2N(O)N=NC=2C=1.CCN=C=NCCCN(C)C.[NH:22]1[C:26]2=[N:27][CH:28]=[C:29]([NH2:31])[CH:30]=[C:25]2[CH:24]=[CH:23]1.[CH2:32]([N:34]([C:40]1[C:41]([F:50])=[C:42]([C:46]([F:49])=[CH:47][CH:48]=1)[C:43](O)=[O:44])[S:35](=[O:39])(=[O:38])[NH:36][CH3:37])[CH3:33]. The catalyst is CN(C=O)C.CCOC(C)=O. The product is [CH2:32]([N:34]([C:40]1[C:41]([F:50])=[C:42]([C:46]([F:49])=[CH:47][CH:48]=1)[C:43]([NH:31][C:29]1[CH:30]=[C:25]2[CH:24]=[CH:23][NH:22][C:26]2=[N:27][CH:28]=1)=[O:44])[S:35](=[O:38])(=[O:39])[NH:36][CH3:37])[CH3:33]. The yield is 0.0720. (2) The reactants are [Br:1][C:2]1[CH:3]=[CH:4][C:5]2=[C:6]([CH:19]=1)[NH:7][C:8](=[O:18])[CH2:9][N:10]=[C:11]2[C:12]1[CH:17]=[CH:16][CH:15]=[CH:14][CH:13]=1.[H-].[Na+].[CH3:22]I. The catalyst is CN(C=O)C. The product is [Br:1][C:2]1[CH:3]=[CH:4][C:5]2=[C:6]([CH:19]=1)[N:7]([CH3:22])[C:8](=[O:18])[CH2:9][N:10]=[C:11]2[C:12]1[CH:17]=[CH:16][CH:15]=[CH:14][CH:13]=1. The yield is 0.600.